Dataset: Forward reaction prediction with 1.9M reactions from USPTO patents (1976-2016). Task: Predict the product of the given reaction. (1) Given the reactants [Cl:1][C:2]1[C:3]([C:16]2[CH:21]=[CH:20][C:19]([F:22])=[C:18]([NH:23][CH2:24][C:25]3(OC)[CH2:30][CH2:29][O:28][CH2:27][CH2:26]3)[N:17]=2)=[CH:4][C:5]([NH:8]C(=O)OC(C)(C)C)=[N:6][CH:7]=1.FC(F)(F)C(O)=O, predict the reaction product. The product is: [Cl:1][C:2]1[C:3]([C:16]2[CH:21]=[CH:20][C:19]([F:22])=[C:18]([NH:23][CH2:24][CH:25]3[CH2:30][CH2:29][O:28][CH2:27][CH2:26]3)[N:17]=2)=[CH:4][C:5]([NH2:8])=[N:6][CH:7]=1. (2) Given the reactants C(OC([N:8]1[CH2:12][C@H:11]([F:13])[CH2:10][C@H:9]1[C:14]([OH:16])=O)=O)(C)(C)C.[F:17][C:18]([F:34])([F:33])[C:19]1[N:24]=[CH:23][C:22]([C:25]2[N:30]=[CH:29][N:28]=[C:27]([CH2:31][NH2:32])[CH:26]=2)=[CH:21][CH:20]=1.[F:35][C:36]1[CH:37]=[C:38]([S:42](Cl)(=[O:44])=[O:43])[CH:39]=[N:40][CH:41]=1, predict the reaction product. The product is: [F:13][C@H:11]1[CH2:12][N:8]([S:42]([C:38]2[CH:39]=[N:40][CH:41]=[C:36]([F:35])[CH:37]=2)(=[O:44])=[O:43])[C@H:9]([C:14]([NH:32][CH2:31][C:27]2[CH:26]=[C:25]([C:22]3[CH:23]=[N:24][C:19]([C:18]([F:17])([F:33])[F:34])=[CH:20][CH:21]=3)[N:30]=[CH:29][N:28]=2)=[O:16])[CH2:10]1. (3) Given the reactants [O:1]1[CH2:6][CH2:5][CH2:4][CH2:3][CH:2]1[O:7][C@H:8]1[C@H:12]2[O:13][CH2:14][C@@H:15]([OH:16])[C@H:11]2[O:10][CH2:9]1.[N+:17]([O:20][C@H:21]([CH2:28][O:29][N+:30]([O-:32])=[O:31])[CH2:22][CH2:23][CH2:24][C:25](O)=[O:26])([O-:19])=[O:18].CCN=C=NCCCN(C)C, predict the reaction product. The product is: [O:1]1[CH2:6][CH2:5][CH2:4][CH2:3][CH:2]1[O:7][C@H:8]1[C@H:12]2[O:13][CH2:14][C@@H:15]([O:16][C:25](=[O:26])[CH2:24][CH2:23][CH2:22][C@H:21]([O:20][N+:17]([O-:19])=[O:18])[CH2:28][O:29][N+:30]([O-:32])=[O:31])[C@H:11]2[O:10][CH2:9]1. (4) Given the reactants [F:1][C:2]1[CH:7]=[CH:6][CH:5]=[C:4]([F:8])[C:3]=1[C:9]1[N:14]=[C:13]([C:15]2[CH:16]=[C:17]3[C:22](=[CH:23][CH:24]=2)[N:21]=[CH:20][CH:19]=[C:18]3[OH:25])[CH:12]=[CH:11][CH:10]=1.C(N(C(C)C)CC)(C)C.[F:35][C:36]([F:55])([F:54])[S:37](N(C1C=CC=CC=1)[S:37]([C:36]([F:55])([F:54])[F:35])(=[O:39])=[O:38])(=[O:39])=[O:38], predict the reaction product. The product is: [F:35][C:36]([F:55])([F:54])[S:37]([O:25][C:18]1[C:17]2[C:22](=[CH:23][CH:24]=[C:15]([C:13]3[CH:12]=[CH:11][CH:10]=[C:9]([C:3]4[C:2]([F:1])=[CH:7][CH:6]=[CH:5][C:4]=4[F:8])[N:14]=3)[CH:16]=2)[N:21]=[CH:20][CH:19]=1)(=[O:39])=[O:38]. (5) The product is: [CH3:17][O:16][C:3]1([O:2][CH3:1])[CH2:8][CH2:7][CH2:6][NH:5][CH:4]1[C:10]1[CH:11]=[N:12][CH:13]=[CH:14][CH:15]=1. Given the reactants [CH3:1][O:2][C:3]1([O:16][CH3:17])[CH2:8][CH2:7][C:6](=O)[NH:5][CH:4]1[C:10]1[CH:11]=[N:12][CH:13]=[CH:14][CH:15]=1, predict the reaction product.